Task: Predict the reactants needed to synthesize the given product.. Dataset: Full USPTO retrosynthesis dataset with 1.9M reactions from patents (1976-2016) (1) Given the product [CH:28]1([C:31]([N:33]2[CH2:38][CH2:37][N:36]([CH2:26][CH:7]3[C:6](=[O:27])[C:5]4[C:4]5[C:12](=[CH:13][CH:14]=[CH:2][CH:3]=5)[N:11]([CH2:15][C:16]5[CH:17]=[CH:18][C:19]([C:20]([O:22][CH3:23])=[O:21])=[CH:24][CH:25]=5)[C:10]=4[CH2:9][CH2:8]3)[CH2:35][CH2:34]2)=[O:32])[CH2:29][CH2:30]1, predict the reactants needed to synthesize it. The reactants are: F[C:2]1[CH:3]=[C:4]2[C:12](=[CH:13][CH:14]=1)[N:11]([CH2:15][C:16]1[CH:25]=[CH:24][C:19]([C:20]([O:22][CH3:23])=[O:21])=[CH:18][CH:17]=1)[C:10]1[CH2:9][CH2:8][C:7](=[CH2:26])[C:6](=[O:27])[C:5]2=1.[CH:28]1([C:31]([N:33]2[CH2:38][CH2:37][NH:36][CH2:35][CH2:34]2)=[O:32])[CH2:30][CH2:29]1. (2) The reactants are: [C:1]([C@H:3]1[CH2:8][CH2:7][C@H:6]([CH2:9][NH:10]C(=O)OC(C)(C)C)[CH2:5][CH2:4]1)#[N:2].FC(F)(F)C(O)=O. Given the product [NH2:10][CH2:9][C@H:6]1[CH2:7][CH2:8][C@H:3]([C:1]#[N:2])[CH2:4][CH2:5]1, predict the reactants needed to synthesize it. (3) Given the product [CH2:21]([CH:14]1[C:15]2=[CH:16][N:17]=[CH:18][CH:19]=[C:20]2[C:10]2[CH:9]=[CH:8][C:7]([O:6][CH2:5][C@@H:4]([N:23]3[C:31](=[O:32])[C:30]4[C:25](=[CH:26][CH:27]=[CH:28][CH:29]=4)[C:24]3=[O:33])[CH2:3][CH:2]([CH3:34])[CH3:1])=[CH:12][C:11]=2[O:13]1)[CH3:22], predict the reactants needed to synthesize it. The reactants are: [CH3:1][CH:2]([CH3:34])[CH2:3][C@H:4]([N:23]1[C:31](=[O:32])[C:30]2[C:25](=[CH:26][CH:27]=[CH:28][CH:29]=2)[C:24]1=[O:33])[CH2:5][O:6][C:7]1[CH:8]=[CH:9][C:10]2[C:20]3[C:15](=[CH:16][N:17]=[CH:18][CH:19]=3)[CH:14]([CH:21]=[CH2:22])[O:13][C:11]=2[CH:12]=1. (4) The reactants are: [CH2:1]([N:3]1[C:7]2=[N:8][C:9]([CH2:48][CH3:49])=[C:10]([CH2:19][NH:20][C:21]([C:23]3[CH:28]=[CH:27][CH:26]=[C:25]([C:29]([NH:31][CH2:32][C:33]4[CH:34]=[C:35]([C:40]5[CH:45]=[CH:44][CH:43]=[C:42]([CH:46]=O)[CH:41]=5)[C:36]([F:39])=[CH:37][CH:38]=4)=[O:30])[CH:24]=3)=[O:22])[C:11]([NH:12][CH:13]3[CH2:18][CH2:17][O:16][CH2:15][CH2:14]3)=[C:6]2[CH:5]=[N:4]1)[CH3:2].[NH:50]1[CH2:55][CH2:54][CH:53]([C:56]#[N:57])[CH2:52][CH2:51]1.[BH-](OC(C)=O)(OC(C)=O)OC(C)=O.[Na+]. Given the product [C:56]([CH:53]1[CH2:54][CH2:55][N:50]([CH2:46][C:42]2[CH:41]=[C:40]([C:35]3[C:36]([F:39])=[CH:37][CH:38]=[C:33]([CH2:32][NH:31][C:29]([C:25]4[CH:26]=[CH:27][CH:28]=[C:23]([C:21]([NH:20][CH2:19][C:10]5[C:11]([NH:12][CH:13]6[CH2:14][CH2:15][O:16][CH2:17][CH2:18]6)=[C:6]6[CH:5]=[N:4][N:3]([CH2:1][CH3:2])[C:7]6=[N:8][C:9]=5[CH2:48][CH3:49])=[O:22])[CH:24]=4)=[O:30])[CH:34]=3)[CH:45]=[CH:44][CH:43]=2)[CH2:51][CH2:52]1)#[N:57], predict the reactants needed to synthesize it. (5) The reactants are: [F:1][C:2]([F:21])([F:20])[C:3]1[CH:8]=[CH:7][CH:6]=[C:5]([F:9])[C:4]=1[C:10]1[CH:15]=[CH:14][N:13]=[C:12]([C:16](=[N:18][OH:19])[NH2:17])[CH:11]=1.[C:22](N1C=CN=C1)(N1C=CN=C1)=[O:23].N12CCCN=C1CCCCC2.Cl. Given the product [F:21][C:2]([F:20])([F:1])[C:3]1[CH:8]=[CH:7][CH:6]=[C:5]([F:9])[C:4]=1[C:10]1[CH:15]=[CH:14][N:13]=[C:12]([C:16]2[NH:18][O:19][C:22](=[O:23])[N:17]=2)[CH:11]=1, predict the reactants needed to synthesize it. (6) Given the product [I:8][C:5]1[CH:6]=[CH:7][C:2]2[O:17][N:16]=[C:10]([C:11]([O:13][CH2:14][CH3:15])=[O:12])[C:9](=[O:18])[C:3]=2[CH:4]=1, predict the reactants needed to synthesize it. The reactants are: F[C:2]1[CH:7]=[CH:6][C:5]([I:8])=[CH:4][C:3]=1[C:9](=[O:18])[C:10](=[N:16][OH:17])[C:11]([O:13][CH2:14][CH3:15])=[O:12].